Binary Classification. Given a miRNA mature sequence and a target amino acid sequence, predict their likelihood of interaction. From a dataset of Experimentally validated miRNA-target interactions with 360,000+ pairs, plus equal number of negative samples. (1) The miRNA is hsa-miR-377-5p with sequence AGAGGUUGCCCUUGGUGAAUUC. The protein sequence of the target gene is MIQAILVFNNHGKPRLVRFYQRFPEEIQQQIVRETFHLVLKRDDNICNFLEGGSLIGGSDYKLIYRHYATLYFVFCVDSSESELGILDLIQVFVETLDKCFENVCELDLIFHMDKVHYILQEVVMGGMVLETNMNEIVAQIEAQNRLEKSEGGLSAAPARAVSAVKNINLPEIPRNINIGDLNIKVPNLSQFV. Result: 1 (interaction). (2) The miRNA is mmu-miR-302b-3p with sequence UAAGUGCUUCCAUGUUUUAGUAG. The protein sequence of the target gene is MAAVVQQNDLVFEFASNGMEDEQQLGDPAIFPAVIVEHVPGADILNSYAGLACVEEPNDMITESSLDVAEEEIIDDDDDDITLTVEASCHNGDETIETIEAAEALLNIDSPSPPVLDEKQINNNIFSSSEDDIVAPITHVSVTLDGIPEVMETQQVQETNADSPGASSPEQRKRKKGRKTKPPRPDSPTTTPNISVKKKNKDGKGNTIYLWEFLLALLQDKATCPKYIKWTQREKGIFKLVDSKAVSRLWGKHKNKPDMNYETMGRALRYYYQRGILAKVEGQRLVYQFKEMPKDLIYID.... Result: 1 (interaction). (3) The miRNA is hsa-miR-6825-3p with sequence GCGCUGACCCGCCUUCUCCGCA. The protein sequence of the target gene is MVHCAGCKRPILDRFLLNVLDRAWHVKCVQCCECKCNLTEKCFSREGKLYCKNDFFRCFGTKCAGCAQGISPSDLVRRARSKVFHLNCFTCMMCNKQLSTGEELYIIDENKFVCKEDYLSNSSVAKENSLHSATTGSDPSLSPDSQDPSQDDAKDSESANVSDKEGGSNENDDQNLGAKRRGPRTTIKAKQLETLKAAFAATPKPTRHIREQLAQETGLNMRVIQVWFQNRRSKERRMKQLSALGARRHAFFRSPRRMRPLVDRLEPGELIPNGPFSFYGDYQSEYYGPGGNYDFFPQGP.... Result: 0 (no interaction). (4) The miRNA is mmu-miR-22-3p with sequence AAGCUGCCAGUUGAAGAACUGU. The protein sequence of the target gene is MENSTSLKQEKENQEPGEAERLWQGESDVSPQEPGPPSPEYREEEQRTDTEPAPRMSPSWSHQSRVSLSTGDLTAGPEVSSSPPPPPLQFHSTPLNTETTQDPVAASPTEKTANGIADTGTPYSDPWESSSAAKQSTSHYTSHAEESTFPQSQTPQPDLCGLRDASRNKSKHKGLRFDLLQEEGSDSNCDPDQPEVGASEAAQSMLEVAIQNAKAYLLSTSSKSGLNLYDHLSKVLTKILDERPADAVDIIENISQDVKMAHFNKKLDTLHNEYEMLPAYEIAETQKALFLQGHLEGADS.... Result: 0 (no interaction). (5) The miRNA is gga-let-7a-5p with sequence UGAGGUAGUAGGUUGUAUAGUU. The protein sequence of the target gene is MEPPEGAGTGEIVKEAEVPQAALGVPAQGTGDNGHTPVEEEVGGIPVPAPGLLQVTERRQPLSSVSSLEVHFDLLDLTELTDMSDQELAEVFADSDDENLNTESPAGLHPLPRAGYLRSPSWTRTRAEQSHEKQPLGDPERQATVLDTFLTVERPQED. Result: 0 (no interaction).